From a dataset of NCI-60 drug combinations with 297,098 pairs across 59 cell lines. Regression. Given two drug SMILES strings and cell line genomic features, predict the synergy score measuring deviation from expected non-interaction effect. Drug 1: C1=C(C(=O)NC(=O)N1)F. Drug 2: C1=CC=C(C=C1)NC(=O)CCCCCCC(=O)NO. Cell line: K-562. Synergy scores: CSS=44.8, Synergy_ZIP=-16.1, Synergy_Bliss=-15.8, Synergy_Loewe=-13.8, Synergy_HSA=-12.0.